This data is from Catalyst prediction with 721,799 reactions and 888 catalyst types from USPTO. The task is: Predict which catalyst facilitates the given reaction. Reactant: [CH3:1][C:2]1[CH:7]=[CH:6][C:5]([N:8]2[CH:12]=[CH:11][N:10]=[CH:9]2)=[CH:4][CH:3]=1.[Br:13][CH2:14][CH3:15]. Product: [Br-:13].[CH3:1][C:2]1[CH:3]=[CH:4][C:5]([N+:8]2[CH:12]=[CH:11][N:10]([CH2:14][CH3:15])[CH:9]=2)=[CH:6][CH:7]=1. The catalyst class is: 1.